Dataset: Forward reaction prediction with 1.9M reactions from USPTO patents (1976-2016). Task: Predict the product of the given reaction. (1) Given the reactants [CH2:1]1[O:9][C:8]2[CH:7]=[CH:6][C:5]([C:10]3[S:14][C:13]([S:15]([O-:17])=[O:16])=[CH:12][CH:11]=3)=[CH:4][C:3]=2[O:2]1.[Li+].[Cl:19]N1C(=O)CCC1=O, predict the reaction product. The product is: [CH2:1]1[O:9][C:8]2[CH:7]=[CH:6][C:5]([C:10]3[S:14][C:13]([S:15]([Cl:19])(=[O:17])=[O:16])=[CH:12][CH:11]=3)=[CH:4][C:3]=2[O:2]1. (2) Given the reactants [CH:1]([C:4]1[CH:5]=[CH:6][C:7]2[C:12]([NH:13][C:14]3[CH:15]=[C:16]([CH:20]=[CH:21][C:22]=3[S:23][C:24]3[CH:29]=[CH:28][C:27]([O:30][CH3:31])=[CH:26][CH:25]=3)[C:17](Cl)=[O:18])=[N:11][CH:10]=[N:9][C:8]=2[N:32]=1)([CH3:3])[CH3:2].[Br:33][C:34]1[CH:35]=[C:36]([CH:38]=[CH:39][CH:40]=1)[NH2:37].NC1C=C(O)C(C)=CC=1, predict the reaction product. The product is: [Br:33][C:34]1[CH:35]=[C:36]([NH:37][C:17](=[O:18])[C:16]2[CH:20]=[CH:21][C:22]([S:23][C:24]3[CH:29]=[CH:28][C:27]([O:30][CH3:31])=[CH:26][CH:25]=3)=[C:14]([NH:13][C:12]3[C:7]4[CH:6]=[CH:5][C:4]([CH:1]([CH3:3])[CH3:2])=[N:32][C:8]=4[N:9]=[CH:10][N:11]=3)[CH:15]=2)[CH:38]=[CH:39][CH:40]=1. (3) Given the reactants C(OC(=O)[NH:7][C:8]1[CH:13]=[C:12]([O:14][CH2:15]C(F)(F)F)[C:11](C(F)(F)F)=[CH:10][C:9]=1[NH:24][C:25](=[O:46])[CH2:26][C:27](=O)[C:28]1[CH:33]=[CH:32][CH:31]=[C:30]([C:34]2[CH:39]=[CH:38][N:37]=[C:36]([N:40]3[CH2:44][CH2:43][CH2:42][CH2:41]3)[CH:35]=2)[CH:29]=1)(C)(C)C.C(O)([C:50]([F:53])([F:52])[F:51])=O, predict the reaction product. The product is: [N:40]1([C:36]2[CH:35]=[C:34]([C:30]3[CH:29]=[C:28]([C:27]4[CH2:26][C:25](=[O:46])[NH:24][C:9]5[CH:10]=[C:11]([C:50]([F:53])([F:52])[F:51])[C:12]([O:14][CH2:15][C:50]([F:53])([F:52])[F:51])=[CH:13][C:8]=5[N:7]=4)[CH:33]=[CH:32][CH:31]=3)[CH:39]=[CH:38][N:37]=2)[CH2:41][CH2:42][CH2:43][CH2:44]1. (4) Given the reactants [CH2:1]([O:3][C:4]1[CH:15]=[CH:14][C:7]([CH2:8][C@@H:9]([C:11]([OH:13])=O)[NH2:10])=[CH:6][CH:5]=1)[CH3:2].[F:16][C:17]([F:28])([F:27])[C:18](O[C:18](=[O:19])[C:17]([F:28])([F:27])[F:16])=[O:19], predict the reaction product. The product is: [CH2:1]([O:3][C:4]1[CH:5]=[C:6]2[C:7]([CH2:8][C@H:9]([NH:10][C:18](=[O:19])[C:17]([F:28])([F:27])[F:16])[C:11]2=[O:13])=[CH:14][CH:15]=1)[CH3:2]. (5) Given the reactants [OH:1][C@H:2]1[CH2:6][CH2:5][N:4]([C:7]([O:9][C:10]([CH3:13])([CH3:12])[CH3:11])=[O:8])[C@@H:3]1[CH2:14][OH:15].CCN(CC)CC.[CH3:23][C:24]([Si:27](Cl)([CH3:29])[CH3:28])([CH3:26])[CH3:25], predict the reaction product. The product is: [Si:27]([O:15][CH2:14][C@@H:3]1[C@@H:2]([OH:1])[CH2:6][CH2:5][N:4]1[C:7]([O:9][C:10]([CH3:11])([CH3:12])[CH3:13])=[O:8])([C:24]([CH3:26])([CH3:25])[CH3:23])([CH3:29])[CH3:28]. (6) Given the reactants [CH:1]1([OH:7])[CH2:6][CH2:5][CH2:4][CH2:3][CH2:2]1.[H-].[Na+].[CH:10]([C:13]1[CH:14]=[N:15][N:16]2[C:21]([C:22]3[CH:27]=[CH:26][C:25]([NH:28][S:29]([CH3:32])(=[O:31])=[O:30])=[CH:24][CH:23]=3)=[CH:20][C:19](Cl)=[N:18][C:17]=12)([CH3:12])[CH3:11].O, predict the reaction product. The product is: [CH:10]([C:13]1[CH:14]=[N:15][N:16]2[C:21]([C:22]3[CH:23]=[CH:24][C:25]([NH:28][S:29]([CH3:32])(=[O:31])=[O:30])=[CH:26][CH:27]=3)=[CH:20][C:19]([O:7][CH:1]3[CH2:6][CH2:5][CH2:4][CH2:3][CH2:2]3)=[N:18][C:17]=12)([CH3:12])[CH3:11]. (7) The product is: [Cl:1][C:2]1[CH:3]=[CH:4][C:5]([C:8]2[O:9][C:10]3[CH:21]=[C:20]([N+:22]([O-:24])=[O:23])[C:19]([OH:25])=[CH:18][C:11]=3[C:12]=2[C:13]([O:15][CH2:16][CH3:17])=[O:14])=[CH:6][CH:7]=1. Given the reactants [Cl:1][C:2]1[CH:7]=[CH:6][C:5]([C:8]2[O:9][C:10]3[CH:21]=[C:20]([N+:22]([O-:24])=[O:23])[C:19]([O:25]C(C)C)=[CH:18][C:11]=3[C:12]=2[C:13]([O:15][CH2:16][CH3:17])=[O:14])=[CH:4][CH:3]=1.B(Cl)(Cl)Cl, predict the reaction product. (8) Given the reactants [ClH:1].[C:2]1([CH2:12][N:13]2[CH2:18][CH2:17][CH2:16][C:15]3([CH2:23][CH2:22][N:21](C(OC(C)(C)C)=O)[CH2:20][CH2:19]3)[C:14]2=[O:31])[C:11]2[C:6](=[CH:7][CH:8]=[CH:9][CH:10]=2)[CH:5]=[CH:4][CH:3]=1, predict the reaction product. The product is: [ClH:1].[C:2]1([CH2:12][N:13]2[CH2:18][CH2:17][CH2:16][C:15]3([CH2:23][CH2:22][NH:21][CH2:20][CH2:19]3)[C:14]2=[O:31])[C:11]2[C:6](=[CH:7][CH:8]=[CH:9][CH:10]=2)[CH:5]=[CH:4][CH:3]=1.